Regression. Given two drug SMILES strings and cell line genomic features, predict the synergy score measuring deviation from expected non-interaction effect. From a dataset of NCI-60 drug combinations with 297,098 pairs across 59 cell lines. (1) Drug 1: CC12CCC3C(C1CCC2NC(=O)OCC(F)(F)F)CCC4C3(C=CC(=O)N4C)C. Drug 2: CN1C(=O)N2C=NC(=C2N=N1)C(=O)N. Cell line: T-47D. Synergy scores: CSS=-14.1, Synergy_ZIP=6.56, Synergy_Bliss=-2.93, Synergy_Loewe=-19.0, Synergy_HSA=-16.0. (2) Drug 1: CCC1=C2CN3C(=CC4=C(C3=O)COC(=O)C4(CC)O)C2=NC5=C1C=C(C=C5)O. Drug 2: C1=NC(=NC(=O)N1C2C(C(C(O2)CO)O)O)N. Cell line: OVCAR-5. Synergy scores: CSS=17.3, Synergy_ZIP=-6.53, Synergy_Bliss=-0.470, Synergy_Loewe=-6.28, Synergy_HSA=-0.708.